From a dataset of Full USPTO retrosynthesis dataset with 1.9M reactions from patents (1976-2016). Predict the reactants needed to synthesize the given product. (1) Given the product [Br:1][C:2]1[C:7]([O:8][CH3:9])=[CH:6][C:5]2[N:10]([CH2:11][C:12]3[CH:22]=[CH:21][C:15]4[N:16]=[C:17]([S:19][CH3:20])[S:18][C:14]=4[CH:13]=3)[CH:24]=[N:23][C:4]=2[CH:3]=1, predict the reactants needed to synthesize it. The reactants are: [Br:1][C:2]1[CH:3]=[C:4]([NH2:23])[C:5]([NH:10][CH2:11][C:12]2[CH:22]=[CH:21][C:15]3[N:16]=[C:17]([S:19][CH3:20])[S:18][C:14]=3[CH:13]=2)=[CH:6][C:7]=1[O:8][CH3:9].[CH2:24](OC(OCC)OCC)C. (2) Given the product [F:29][CH:2]([F:1])[C@H:3]1[CH2:7][NH:6][C@@H:5]2[C@@H:25]([OH:28])[CH2:26][O:27][C@H:4]12, predict the reactants needed to synthesize it. The reactants are: [F:1][CH:2]([F:29])[C@H:3]1[CH2:7][N:6](C(OCC2C3C=CC=CC=3C3C2=CC=CC=3)=O)[C@@H:5]2[C@@H:25]([OH:28])[CH2:26][O:27][C@H:4]12.O[C@@H]1[C@H]2N(C(OCC3C4C=CC=CC=4C4C3=CC=CC=4)=O)C[C@@H](C)[C@H]2OC1.[H][H].